From a dataset of Catalyst prediction with 721,799 reactions and 888 catalyst types from USPTO. Predict which catalyst facilitates the given reaction. Reactant: [CH3:1][O:2][C:3]1[CH:4]=[C:5]([C:11]2[C@@H:20]3[C@@H:15]([CH2:16][CH2:17][CH2:18][CH2:19]3)[C:14](=[O:21])[N:13]([CH:22]3[CH2:27][CH2:26][N:25]([C:28](=[O:45])[C@H:29]([NH:37]C(=O)OC(C)(C)C)[CH2:30][C:31]4[CH:36]=[CH:35][N:34]=[CH:33][CH:32]=4)[CH2:24][CH2:23]3)[N:12]=2)[CH:6]=[CH:7][C:8]=1[O:9][CH3:10]. Product: [NH2:37][C@H:29]([CH2:30][C:31]1[CH:36]=[CH:35][N:34]=[CH:33][CH:32]=1)[C:28]([N:25]1[CH2:24][CH2:23][CH:22]([N:13]2[N:12]=[C:11]([C:5]3[CH:6]=[CH:7][C:8]([O:9][CH3:10])=[C:3]([O:2][CH3:1])[CH:4]=3)[C@@H:20]3[C@@H:15]([CH2:16][CH2:17][CH2:18][CH2:19]3)[C:14]2=[O:21])[CH2:27][CH2:26]1)=[O:45]. The catalyst class is: 89.